Dataset: Reaction yield outcomes from USPTO patents with 853,638 reactions. Task: Predict the reaction yield, written as a fraction of the theoretical maximum amount of product (1.0 means a 100% yield; for example, 0.34 means a 34% yield). (1) The reactants are [C:1]([O:5][C:6]([N:8]1[CH2:13][CH2:12][CH:11]([C:14]2[CH:19]=[CH:18][C:17]([NH2:20])=[C:16](Br)[N:15]=2)[CH2:10][CH2:9]1)=[O:7])([CH3:4])([CH3:3])[CH3:2].[C:22]1(B(O)O)[CH2:27][CH2:26][CH2:25][CH2:24][CH:23]=1. The catalyst is CCO.C1(C)C=CC=CC=1.C([O-])([O-])=O.[Na+].[Na+].CCOCC.[Cl-].[Na+].O.C1C=CC([P]([Pd]([P](C2C=CC=CC=2)(C2C=CC=CC=2)C2C=CC=CC=2)([P](C2C=CC=CC=2)(C2C=CC=CC=2)C2C=CC=CC=2)[P](C2C=CC=CC=2)(C2C=CC=CC=2)C2C=CC=CC=2)(C2C=CC=CC=2)C2C=CC=CC=2)=CC=1. The product is [C:1]([O:5][C:6]([N:8]1[CH2:13][CH2:12][CH:11]([C:14]2[CH:19]=[CH:18][C:17]([NH2:20])=[C:16]([C:22]3[CH2:27][CH2:26][CH2:25][CH2:24][CH:23]=3)[N:15]=2)[CH2:10][CH2:9]1)=[O:7])([CH3:4])([CH3:3])[CH3:2]. The yield is 0.740. (2) The reactants are C([Li])CCC.CCCCCC.C(NC(C)C)(C)C.[Cl:19][C:20]1[C:25](I)=[CH:24][CH:23]=[C:22](Cl)[N:21]=1.[C:28](=O)=[O:29].C([O-])([O-])=[O:32].[K+].[K+].[CH3:37][I:38].[ClH:39]. The catalyst is C1COCC1.CCOCC.CN(C=O)C. The product is [Cl:39][C:22]1[N:21]=[C:20]([Cl:19])[CH:25]=[C:37]([I:38])[C:23]=1[C:24]([O:29][CH3:28])=[O:32]. The yield is 0.110. (3) The reactants are [Br:1][C:2]1[CH:3]=[C:4]([C:14]([OH:16])=O)[C:5]2[CH:6]=[N:7][N:8]([CH:11]([CH3:13])[CH3:12])[C:9]=2[CH:10]=1.[NH2:17][CH2:18][C:19]1[C:20](=[O:32])[NH:21][C:22]([CH3:31])=[CH:23][C:24]=1[C:25]1[CH:30]=[CH:29][N:28]=[CH:27][CH:26]=1.ON1C2N=CC=CC=2N=N1.CN1CCOCC1. The catalyst is C(Cl)CCl.CS(C)=O. The product is [Br:1][C:2]1[CH:3]=[C:4]([C:14]([NH:17][CH2:18][C:19]2[C:20](=[O:32])[NH:21][C:22]([CH3:31])=[CH:23][C:24]=2[C:25]2[CH:26]=[CH:27][N:28]=[CH:29][CH:30]=2)=[O:16])[C:5]2[CH:6]=[N:7][N:8]([CH:11]([CH3:12])[CH3:13])[C:9]=2[CH:10]=1. The yield is 0.430. (4) The reactants are [Cl:1][C:2]1[CH:7]=[CH:6][CH:5]=[CH:4][C:3]=1[C:8]1[C:9]([C:20]([NH2:22])=[O:21])=[CH:10][N:11]([C:13]2[CH:18]=[CH:17][N:16]=[C:15](Cl)[CH:14]=2)[CH:12]=1.[C:23]([NH2:26])(=[O:25])[CH3:24].CC1(C)C2C(=C(P(C3C=CC=CC=3)C3C=CC=CC=3)C=CC=2)OC2C(P(C3C=CC=CC=3)C3C=CC=CC=3)=CC=CC1=2.C(=O)([O-])[O-].[Cs+].[Cs+]. The catalyst is O1CCOCC1.O.C1C=CC(/C=C/C(/C=C/C2C=CC=CC=2)=O)=CC=1.C1C=CC(/C=C/C(/C=C/C2C=CC=CC=2)=O)=CC=1.C1C=CC(/C=C/C(/C=C/C2C=CC=CC=2)=O)=CC=1.[Pd].[Pd]. The product is [C:23]([NH:26][C:15]1[CH:14]=[C:13]([N:11]2[CH:12]=[C:8]([C:3]3[CH:4]=[CH:5][CH:6]=[CH:7][C:2]=3[Cl:1])[C:9]([C:20]([NH2:22])=[O:21])=[CH:10]2)[CH:18]=[CH:17][N:16]=1)(=[O:25])[CH3:24]. The yield is 0.300. (5) The reactants are C(Cl)(=O)C([Cl:4])=O.[CH2:7]([N:14]1[C@H:18]([C:19](=[O:28])[NH:20][CH2:21][C:22]2[CH:27]=[CH:26][CH:25]=[CH:24][CH:23]=2)[CH2:17][CH2:16][C@@H:15]1[C:29]([OH:31])=O)[C:8]1[CH:13]=[CH:12][CH:11]=[CH:10][CH:9]=1. The catalyst is C(Cl)Cl. The product is [ClH:4].[CH2:21]([N:20]1[C:29](=[O:31])[CH:15]2[N:14]([CH2:7][C:8]3[CH:13]=[CH:12][CH:11]=[CH:10][CH:9]=3)[CH:18]([CH2:17][CH2:16]2)[C:19]1=[O:28])[C:22]1[CH:27]=[CH:26][CH:25]=[CH:24][CH:23]=1. The yield is 0.840. (6) The reactants are [Cl-].O[NH3+:3].[C:4](=[O:7])([O-])[OH:5].[Na+].CS(C)=O.[F:13][C:14]1[CH:15]=[C:16]([N:24]2[C:29](=[O:30])[C:28]([CH2:31][C:32]3[CH:37]=[CH:36][C:35]([C:38]4[C:39]([C:44]#[N:45])=[CH:40][CH:41]=[CH:42][CH:43]=4)=[CH:34][CH:33]=3)=[C:27]([CH2:46][CH2:47][CH3:48])[N:26]=[C:25]2[CH3:49])[CH:17]=[CH:18][C:19]=1[O:20][CH:21]([CH3:23])[CH3:22]. The catalyst is O.C(OCC)(=O)C. The product is [F:13][C:14]1[CH:15]=[C:16]([N:24]2[C:29](=[O:30])[C:28]([CH2:31][C:32]3[CH:37]=[CH:36][C:35]([C:38]4[CH:43]=[CH:42][CH:41]=[CH:40][C:39]=4[C:44]4[NH:3][C:4](=[O:7])[O:5][N:45]=4)=[CH:34][CH:33]=3)=[C:27]([CH2:46][CH2:47][CH3:48])[N:26]=[C:25]2[CH3:49])[CH:17]=[CH:18][C:19]=1[O:20][CH:21]([CH3:23])[CH3:22]. The yield is 0.640. (7) The reactants are Cl[C:2]1[CH:7]=[CH:6][C:5]([O:8][CH2:9][CH:10]2[CH2:15][CH2:14][N:13]([CH2:16][C:17]([F:20])([CH3:19])[CH3:18])[CH2:12][CH2:11]2)=[CH:4][N:3]=1.[CH3:21][O:22][C:23]([C:25]1[CH:30]=[CH:29][C:28](B(O)O)=[CH:27][CH:26]=1)=[O:24].C([O-])([O-])=O.[Na+].[Na+]. The catalyst is COCCOC.O.C1C=CC(P(C2C=CC=CC=2)[C-]2C=CC=C2)=CC=1.C1C=CC(P(C2C=CC=CC=2)[C-]2C=CC=C2)=CC=1.Cl[Pd]Cl.[Fe+2]. The product is [F:20][C:17]([CH3:19])([CH3:18])[CH2:16][N:13]1[CH2:14][CH2:15][CH:10]([CH2:9][O:8][C:5]2[CH:6]=[CH:7][C:2]([C:28]3[CH:29]=[CH:30][C:25]([C:23]([O:22][CH3:21])=[O:24])=[CH:26][CH:27]=3)=[N:3][CH:4]=2)[CH2:11][CH2:12]1. The yield is 0.710.